The task is: Predict the reaction yield, written as a fraction of the theoretical maximum amount of product (1.0 means a 100% yield; for example, 0.34 means a 34% yield).. This data is from Reaction yield outcomes from USPTO patents with 853,638 reactions. (1) The reactants are Cl.[CH3:2][O:3][C:4](=[O:7])[CH2:5][NH2:6].[CH3:8][O:9][C:10]1[CH:15]=[CH:14][C:13]([C:16](C)(C)[CH2:17][CH:18]=O)=[CH:12][CH:11]=1.[CH2:22](N(CC)CC)[CH3:23].[CH2:29](Cl)Cl. No catalyst specified. The product is [CH3:2][O:3][C:4](=[O:7])[CH2:5]/[N:6]=[CH:22]/[CH2:23][C:17]([CH3:18])([CH3:29])[CH2:16][C:13]1[CH:12]=[CH:11][C:10]([O:9][CH3:8])=[CH:15][CH:14]=1. The yield is 0.970. (2) The reactants are C([O:3][C:4]([C:6]1[C:7]([CH3:29])=[C:8]([C:22]([O:24][C:25]([CH3:28])([CH3:27])[CH3:26])=[O:23])[NH:9][C:10]=1[CH2:11][CH2:12][CH2:13][NH:14][CH2:15][CH2:16][N:17]([CH2:20][CH3:21])[CH2:18][CH3:19])=O)C.C[Al](C)C. The catalyst is C1(C)C=CC=CC=1. The product is [C:25]([O:24][C:22]([C:8]1[NH:9][C:10]2[CH2:11][CH2:12][CH2:13][N:14]([CH2:15][CH2:16][N:17]([CH2:20][CH3:21])[CH2:18][CH3:19])[C:4](=[O:3])[C:6]=2[C:7]=1[CH3:29])=[O:23])([CH3:28])([CH3:27])[CH3:26]. The yield is 0.757.